From a dataset of Reaction yield outcomes from USPTO patents with 853,638 reactions. Predict the reaction yield, written as a fraction of the theoretical maximum amount of product (1.0 means a 100% yield; for example, 0.34 means a 34% yield). The reactants are Cl[C:2]1[N:3]=[CH:4][C:5]2[C:9]([NH:11][C:12]3[CH:16]=[C:15]([CH3:17])[NH:14][N:13]=3)([N:10]=1)[N:8]=[CH:7][N:6]=2.[CH3:18][CH:19]1[CH2:24][CH2:23][NH:22][CH2:21][CH2:20]1.C(=O)([O-])[O-].[K+].[K+]. No catalyst specified. The product is [CH3:18][CH:19]1[CH2:24][CH2:23][N:22]([C:2]2[N:3]=[CH:4][C:5]3[C:9]([NH:11][C:12]4[NH:13][N:14]=[C:15]([CH3:17])[CH:16]=4)([N:10]=2)[N:8]=[CH:7][N:6]=3)[CH2:21][CH2:20]1. The yield is 0.900.